This data is from Reaction yield outcomes from USPTO patents with 853,638 reactions. The task is: Predict the reaction yield, written as a fraction of the theoretical maximum amount of product (1.0 means a 100% yield; for example, 0.34 means a 34% yield). (1) The reactants are [C:1]1([S:7]([N:10]2[C:14]3=[N:15][CH:16]=[C:17]([CH:19]4[CH2:23][O:22][C:21]([CH3:25])([CH3:24])[O:20]4)[CH:18]=[C:13]3[CH:12]=[C:11]2[C:26](OS(C2C=CC(C)=CC=2)(=O)=O)=[CH:27][CH:28]2[CH2:32][CH2:31][CH2:30][CH2:29]2)(=[O:9])=[O:8])[CH:6]=[CH:5][CH:4]=[CH:3][CH:2]=1.[CH3:44][S:45]([C:48]1[CH:53]=[CH:52][C:51](B(O)O)=[CH:50][CH:49]=1)(=[O:47])=[O:46].C(=O)([O-])[O-].[Na+].[Na+]. The catalyst is O1CCOCC1.Cl[Pd](Cl)([P](C1C=CC=CC=1)(C1C=CC=CC=1)C1C=CC=CC=1)[P](C1C=CC=CC=1)(C1C=CC=CC=1)C1C=CC=CC=1. The product is [C:1]1([S:7]([N:10]2[C:14]3=[N:15][CH:16]=[C:17]([CH:19]4[CH2:23][O:22][C:21]([CH3:25])([CH3:24])[O:20]4)[CH:18]=[C:13]3[CH:12]=[C:11]2[C:26]([C:51]2[CH:52]=[CH:53][C:48]([S:45]([CH3:44])(=[O:47])=[O:46])=[CH:49][CH:50]=2)=[CH:27][CH:28]2[CH2:32][CH2:31][CH2:30][CH2:29]2)(=[O:9])=[O:8])[CH:6]=[CH:5][CH:4]=[CH:3][CH:2]=1. The yield is 0.672. (2) The product is [NH:41]1[C:36]2[CH:37]=[CH:38][CH:39]=[CH:40][C:35]=2[N:42]=[C:12]1[CH2:11][N:6]1[C:7]2[CH:8]=[CH:9][CH:10]=[C:2]([Br:1])[C:3]=2[C:4]2[CH2:19][CH2:18][N:17]([C:20]([O:22][C:23]([CH3:26])([CH3:25])[CH3:24])=[O:21])[CH2:16][CH2:15][C:5]1=2. The catalyst is C1COCC1.CCOC(C)=O. The yield is 0.590. The reactants are [Br:1][C:2]1[C:3]2[C:4]3[CH2:19][CH2:18][N:17]([C:20]([O:22][C:23]([CH3:26])([CH3:25])[CH3:24])=[O:21])[CH2:16][CH2:15][C:5]=3[N:6]([CH2:11][C:12](O)=O)[C:7]=2[CH:8]=[CH:9][CH:10]=1.ClC(OCC(C)C)=O.[C:35]1([NH2:42])[CH:40]=[CH:39][CH:38]=[CH:37][C:36]=1[NH2:41].C(O)(=O)C. (3) The yield is 1.00. The product is [CH3:1][O:2][C:3]1[CH:4]=[C:5]2[C:10](=[CH:11][C:12]=1[O:13][CH3:14])[N:9]=[CH:8][N:7]=[C:6]2[O:15][C:16]1[CH:22]=[CH:21][C:19]([NH:20][C:33]([NH:52][CH2:51][CH2:50][N:47]2[CH2:48][CH2:49][O:44][CH2:45][CH2:46]2)=[O:35])=[C:18]([O:23][CH3:24])[CH:17]=1. The reactants are [CH3:1][O:2][C:3]1[CH:4]=[C:5]2[C:10](=[CH:11][C:12]=1[O:13][CH3:14])[N:9]=[CH:8][N:7]=[C:6]2[O:15][C:16]1[CH:22]=[CH:21][C:19]([NH2:20])=[C:18]([O:23][CH3:24])[CH:17]=1.C(N(CC)CC)C.Cl[C:33](Cl)([O:35]C(=O)OC(Cl)(Cl)Cl)Cl.[O:44]1[CH2:49][CH2:48][N:47]([CH2:50][CH2:51][NH2:52])[CH2:46][CH2:45]1. The catalyst is C(Cl)(Cl)Cl.O.